The task is: Predict the reactants needed to synthesize the given product.. This data is from Full USPTO retrosynthesis dataset with 1.9M reactions from patents (1976-2016). (1) Given the product [NH:8]1[CH2:9][CH2:10][CH2:11][C:5](=[O:4])[CH2:6][C:7]1=[O:12], predict the reactants needed to synthesize it. The reactants are: Cl.C([O:4][C:5]1[CH2:11][CH2:10][CH2:9][NH:8][C:7](=[O:12])[CH:6]=1)C. (2) Given the product [NH2:52][C:50](=[O:51])[CH2:49][N:21]1[C:22](=[N:25][S:26]([C:29]2[CH:30]=[CH:31][C:32]([CH3:35])=[CH:33][CH:34]=2)(=[O:27])=[O:28])[CH:23]=[CH:24][C:19]([O:18][C:14]2[CH:13]=[C:12]([NH:11][C:9](=[O:10])[C:8]3[CH:36]=[CH:37][CH:38]=[C:6]([C:3]4([C:1]#[N:2])[CH2:5][CH2:4]4)[CH:7]=3)[CH:17]=[CH:16][CH:15]=2)=[CH:20]1, predict the reactants needed to synthesize it. The reactants are: [C:1]([C:3]1([C:6]2[CH:7]=[C:8]([CH:36]=[CH:37][CH:38]=2)[C:9]([NH:11][C:12]2[CH:17]=[CH:16][CH:15]=[C:14]([O:18][C:19]3[CH:20]=[N:21][C:22]([NH:25][S:26]([C:29]4[CH:34]=[CH:33][C:32]([CH3:35])=[CH:31][CH:30]=4)(=[O:28])=[O:27])=[CH:23][CH:24]=3)[CH:13]=2)=[O:10])[CH2:5][CH2:4]1)#[N:2].C(N(C(C)C)C(C)C)C.I[CH2:49][C:50]([NH2:52])=[O:51]. (3) Given the product [CH2:10]([O:9][C:1]1[O:8][CH2:15][C:16](=[O:17])[C:2]=1[C:3]([O:5][CH2:6][CH3:7])=[O:4])[CH3:11], predict the reactants needed to synthesize it. The reactants are: [C:1]([O:9][CH2:10][CH3:11])(=[O:8])[CH2:2][C:3]([O:5][CH2:6][CH3:7])=[O:4].[H-].[Na+].Cl[CH2:15][C:16](Cl)=[O:17]. (4) Given the product [C:19]([O:18][C:16](=[O:17])[NH:24][CH2:25][CH:26]([C:28]1[CH:33]=[CH:32][C:31]([Cl:34])=[CH:30][CH:29]=1)[OH:27])([CH3:20])([CH3:21])[CH3:22], predict the reactants needed to synthesize it. The reactants are: C(N(CC)CC)C.[C:16](O[C:16]([O:18][C:19]([CH3:22])([CH3:21])[CH3:20])=[O:17])([O:18][C:19]([CH3:22])([CH3:21])[CH3:20])=[O:17].Cl.[NH2:24][CH2:25][CH:26]([C:28]1[CH:33]=[CH:32][C:31]([Cl:34])=[CH:30][CH:29]=1)[OH:27].